Dataset: Full USPTO retrosynthesis dataset with 1.9M reactions from patents (1976-2016). Task: Predict the reactants needed to synthesize the given product. (1) Given the product [C:12]([O:11][C:9]([C@:8]12[CH2:1][C@@:21]1([C:27]1[CH:32]=[CH:31][CH:30]=[CH:29][CH:28]=1)[CH2:18][O:17][C:7]2=[O:16])=[O:10])([CH3:13])([CH3:14])[CH3:15], predict the reactants needed to synthesize it. The reactants are: [CH3:1]C(C)([O-])C.[K+].[C:7]([O:17][C:18]([CH3:21])(C)C)(=[O:16])[CH2:8][C:9]([O:11][C:12]([CH3:15])([CH3:14])[CH3:13])=[O:10].ClCC1([C:27]2[CH:32]=[CH:31][CH:30]=[CH:29][CH:28]=2)CO1.CCCCCC. (2) Given the product [CH2:1]([O:4][N:5]1[C:10]([CH3:12])([CH3:11])[CH2:9][CH:8]([O:13][C:20](=[O:24])[C:21]([CH3:23])=[CH2:22])[CH2:7][C:6]1([CH3:19])[CH3:18])[CH2:2][CH3:3], predict the reactants needed to synthesize it. The reactants are: [CH2:1]([O:4][N:5]1[C:10]([CH3:12])([CH3:11])[CH2:9][CH:8]([O:13][Si](C)(C)C)[CH2:7][C:6]1([CH3:19])[CH3:18])[CH2:2][CH3:3].[C:20](Cl)(=[O:24])[C:21]([CH3:23])=[CH2:22]. (3) The reactants are: [NH:1]1[CH:5]=[CH:4][C:3]([O:6][CH2:7][C:8]2[C:13]([CH3:14])=[CH:12][CH:11]=[CH:10][C:9]=2[N:15]2[C:19](=[O:20])[N:18]([CH3:21])[N:17]=[N:16]2)=[N:2]1.[Cl:22][C:23]1[N:28]=[C:27]([O:29][CH3:30])[C:26](B(O)O)=[CH:25][CH:24]=1.N1C=CC=CC=1. Given the product [Cl:22][C:23]1[N:28]=[C:27]([O:29][CH3:30])[C:26]([N:1]2[CH:5]=[CH:4][C:3]([O:6][CH2:7][C:8]3[C:13]([CH3:14])=[CH:12][CH:11]=[CH:10][C:9]=3[N:15]3[C:19](=[O:20])[N:18]([CH3:21])[N:17]=[N:16]3)=[N:2]2)=[CH:25][CH:24]=1, predict the reactants needed to synthesize it. (4) Given the product [NH2:57][CH2:32][C:21]1[C:20]([C:18]([C:10]2[N:9]=[N:8][N:7]([CH2:6][C:5]3[CH:4]=[C:3]([C:2]([F:1])([F:41])[F:42])[CH:36]=[C:35]([C:37]([F:39])([F:38])[F:40])[CH:34]=3)[C:11]=2[C:12]2[CH:17]=[CH:16][N:15]=[CH:14][CH:13]=2)=[O:19])=[C:24]([C:25]2[CH:30]=[CH:29][CH:28]=[CH:27][C:26]=2[Cl:31])[O:23][N:22]=1, predict the reactants needed to synthesize it. The reactants are: [F:1][C:2]([F:42])([F:41])[C:3]1[CH:4]=[C:5]([CH:34]=[C:35]([C:37]([F:40])([F:39])[F:38])[CH:36]=1)[CH2:6][N:7]1[C:11]([C:12]2[CH:17]=[CH:16][N:15]=[CH:14][CH:13]=2)=[C:10]([C:18]([C:20]2[C:21]([CH2:32]O)=[N:22][O:23][C:24]=2[C:25]2[CH:30]=[CH:29][CH:28]=[CH:27][C:26]=2[Cl:31])=[O:19])[N:9]=[N:8]1.C1(P([N:57]=[N+]=[N-])(C2C=CC=CC=2)=O)C=CC=CC=1.N12CCCN=C1CCCCC2.C1(P(C2C=CC=CC=2)C2C=CC=CC=2)C=CC=CC=1. (5) Given the product [NH2:1][C:2]1[N:7]=[CH:6][C:5]([C:8]2[CH:13]=[CH:12][C:11]([OH:14])=[CH:10][CH:9]=2)=[C:4]([CH2:15][CH3:16])[C:3]=1[C:25]1[CH:26]=[C:27]2[C:22](=[CH:23][CH:24]=1)[NH:21][N:20]=[C:19]2[CH3:18], predict the reactants needed to synthesize it. The reactants are: [NH2:1][C:2]1[N:7]=[CH:6][C:5]([C:8]2[CH:13]=[CH:12][C:11]([OH:14])=[CH:10][CH:9]=2)=[C:4]([CH2:15][CH3:16])[C:3]=1Br.[CH3:18][C:19]1[C:27]2[C:22](=[CH:23][CH:24]=[C:25](B(O)O)[CH:26]=2)[NH:21][N:20]=1.C([O-])([O-])=O.[K+].[K+]. (6) Given the product [O:16]=[C:15]1[C:14]2([CH2:17][CH2:18][NH:19][CH2:20][CH2:21]2)[N:13]([C:32]2[CH:33]=[CH:34][CH:35]=[CH:36][CH:37]=2)[CH2:12][N:11]1[CH2:10][C:9]1[CH:38]=[CH:39][CH:40]=[CH:41][C:8]=1[C:6]([O:5][C:1]([CH3:4])([CH3:2])[CH3:3])=[O:7], predict the reactants needed to synthesize it. The reactants are: [C:1]([O:5][C:6]([C:8]1[CH:41]=[CH:40][CH:39]=[CH:38][C:9]=1[CH2:10][N:11]1[C:15](=[O:16])[C:14]2([CH2:21][CH2:20][N:19](C(OCC3C=CC=CC=3)=O)[CH2:18][CH2:17]2)[N:13]([C:32]2[CH:37]=[CH:36][CH:35]=[CH:34][CH:33]=2)[CH2:12]1)=[O:7])([CH3:4])([CH3:3])[CH3:2].